This data is from Reaction yield outcomes from USPTO patents with 853,638 reactions. The task is: Predict the reaction yield, written as a fraction of the theoretical maximum amount of product (1.0 means a 100% yield; for example, 0.34 means a 34% yield). (1) The reactants are [NH2:1][C:2]1[CH:7]=[C:6]([O:8][C:9]2[CH:14]=[CH:13][C:12]([NH:15][C:16]([C:18]3([C:21]([NH:23][C:24]4[CH:29]=[CH:28][C:27]([F:30])=[CH:26][CH:25]=4)=[O:22])[CH2:20][CH2:19]3)=[O:17])=[CH:11][C:10]=2[F:31])[CH:5]=[CH:4][N:3]=1.C([N:34]([CH2:37]C)CC)C.ClC([O:42][C:43]1[CH:48]=CC=[CH:45][CH:44]=1)=O.[O:49]1CCCC1. No catalyst specified. The product is [F:31][C:10]1[CH:11]=[C:12]([NH:15][C:16]([C:18]2([C:21]([NH:23][C:24]3[CH:25]=[CH:26][C:27]([F:30])=[CH:28][CH:29]=3)=[O:22])[CH2:20][CH2:19]2)=[O:17])[CH:13]=[CH:14][C:9]=1[O:8][C:6]1[CH:5]=[CH:4][N:3]=[C:2]([NH:1][C:37]([N:34]2[CH2:45][CH2:44][C@@H:43]([OH:42])[CH2:48]2)=[O:49])[CH:7]=1. The yield is 0.650. (2) The reactants are O=[C:2]([CH3:11])[CH2:3][CH:4]1[CH2:9][CH2:8][CH2:7][CH2:6][C:5]1=O.Cl.[NH2:13][CH2:14][C:15]([O:17][CH2:18][CH3:19])=[O:16].C(=O)(O)[O-].[Na+]. The catalyst is ClCCl. The product is [CH3:11][C:2]1[N:13]([CH2:14][C:15]([O:17][CH2:18][CH3:19])=[O:16])[C:5]2[CH2:6][CH2:7][CH2:8][CH2:9][C:4]=2[CH:3]=1. The yield is 0.705. (3) The reactants are [Cl:1][C:2]1[N:11]=[C:10](Cl)[C:9]2[C:4](=[CH:5][CH:6]=[C:7]([I:13])[CH:8]=2)[N:3]=1.[CH:14]1([C:17]2[CH:18]=[C:19]([NH2:22])[NH:20][N:21]=2)[CH2:16][CH2:15]1. The catalyst is C(O)C. The product is [Cl:1][C:2]1[N:11]=[C:10]([NH:22][C:19]2[NH:20][N:21]=[C:17]([CH:14]3[CH2:16][CH2:15]3)[CH:18]=2)[C:9]2[C:4](=[CH:5][CH:6]=[C:7]([I:13])[CH:8]=2)[N:3]=1. The yield is 0.810. (4) The product is [Br:1][C:2]1[CH:3]=[C:4]([C:11]([NH:13][CH2:14][C:15]2[C:16](=[O:23])[NH:17][C:18]([CH3:22])=[CH:19][C:20]=2[CH3:21])=[O:12])[C:5]2[CH:10]=[N:9][N:8]([CH2:33][C:32]([CH3:34])=[CH2:31])[C:6]=2[N:7]=1. The reactants are [Br:1][C:2]1[CH:3]=[C:4]([C:11]([NH:13][CH2:14][C:15]2[C:16](=[O:23])[NH:17][C:18]([CH3:22])=[CH:19][C:20]=2[CH3:21])=[O:12])[C:5]2[CH:10]=[N:9][NH:8][C:6]=2[N:7]=1.C([O-])([O-])=O.[K+].[K+].Cl[CH:31]=[C:32]([CH3:34])[CH3:33].O. The catalyst is CN(C=O)C.CO.C(Cl)Cl. The yield is 0.438.